The task is: Predict the reactants needed to synthesize the given product.. This data is from Full USPTO retrosynthesis dataset with 1.9M reactions from patents (1976-2016). (1) Given the product [CH3:30][N:20]1[C:21]2[CH2:26][CH2:25][N:24]([C:27](=[O:29])[CH3:28])[CH2:23][C:22]=2[C:18]([N:4]2[C:5]3[C:10](=[CH:9][C:8]([C:11]4[CH:12]=[N:13][N:14]([CH3:16])[CH:15]=4)=[CH:7][CH:6]=3)[CH:2]([CH3:1])[CH2:3]2)=[N:19]1, predict the reactants needed to synthesize it. The reactants are: [CH3:1][CH:2]1[C:10]2[C:5](=[CH:6][CH:7]=[C:8]([C:11]3[CH:12]=[N:13][N:14]([CH3:16])[CH:15]=3)[CH:9]=2)[NH:4][CH2:3]1.Br[C:18]1[C:22]2[CH2:23][N:24]([C:27](=[O:29])[CH3:28])[CH2:25][CH2:26][C:21]=2[N:20]([CH3:30])[N:19]=1.C(O[Na])(C)(C)C.COC(C)(C)C.C1(P(C2CCCCC2)C2C=CC=CC=2C2C(OC(C)C)=CC=CC=2OC(C)C)CCCCC1. (2) The reactants are: [C:1]([O:5][C:6](=[O:33])[CH:7]=[CH:8][CH:9]1[O:13][N:12]=[C:11]([C:14]2[CH:19]=[CH:18][C:17]([O:20][CH2:21][C:22]3[C:31]4[C:26](=[CH:27][CH:28]=[CH:29][CH:30]=4)[N:25]=[C:24]([CH3:32])[CH:23]=3)=[CH:16][CH:15]=2)[CH2:10]1)([CH3:4])([CH3:3])[CH3:2].[NH3:34]. Given the product [C:1]([O:5][C:6](=[O:33])[CH2:7][CH:8]([NH2:34])[CH:9]1[O:13][N:12]=[C:11]([C:14]2[CH:15]=[CH:16][C:17]([O:20][CH2:21][C:22]3[C:31]4[C:26](=[CH:27][CH:28]=[CH:29][CH:30]=4)[N:25]=[C:24]([CH3:32])[CH:23]=3)=[CH:18][CH:19]=2)[CH2:10]1)([CH3:4])([CH3:3])[CH3:2], predict the reactants needed to synthesize it. (3) Given the product [CH2:14]([N:16]([Si:4]([O:5][CH2:6][CH3:7])([O:8][CH2:9][CH3:10])[O:11][CH2:12][CH3:13])[CH2:17][CH3:18])[CH3:15], predict the reactants needed to synthesize it. The reactants are: C(O[Si:4]([O:11][CH2:12][CH3:13])([O:8][CH2:9][CH3:10])[O:5][CH2:6][CH3:7])C.[CH2:14]([NH:16][CH2:17][CH3:18])[CH3:15]. (4) Given the product [CH3:39][C:38]1[NH:30][C:31]([C:41]2[CH:46]=[CH:45][CH:44]=[CH:43][C:42]=2[O:50][C:51]2[CH:52]=[CH:53][CH:54]=[CH:55][CH:56]=2)=[C:32]2[C:37]=1[C:36](=[O:40])[CH2:35][CH:34]([CH3:2])[CH2:33]2, predict the reactants needed to synthesize it. The reactants are: O(C1C=CC=CC=1B(O)O)[C:2]1C=CC=CC=1.C(=O)([O-])[O-].[Na+].[Na+].COCCOC.C[N:30]1[C:38]([CH3:39])=[C:37]2[C:32]([CH2:33][CH2:34][CH2:35][C:36]2=[O:40])=[C:31]1[C:41]1[CH:46]=[C:45]([N+]([O-])=O)[CH:44]=[CH:43][C:42]=1[O:50][C:51]1[CH:56]=[CH:55][CH:54]=[CH:53][CH:52]=1. (5) The reactants are: BrCCCCC[CH2:7][CH2:8][OH:9].Br[CH2:11][CH2:12][CH2:13][CH2:14][CH2:15][CH2:16][CH2:17][O:18][CH:19]1[CH2:24][CH2:23][CH2:22][CH2:21][O:20]1.[F:25][C:26]1[C:35]([F:36])=[CH:34][CH:33]=[CH:32][C:27]=1OCCO. Given the product [F:25][C:26]1[C:35]([F:36])=[CH:34][CH:33]=[CH:32][C:27]=1[CH2:7][CH2:8][O:9][CH2:11][CH2:12][CH2:13][CH2:14][CH2:15][CH2:16][CH2:17][O:18][CH:19]1[CH2:24][CH2:23][CH2:22][CH2:21][O:20]1, predict the reactants needed to synthesize it. (6) Given the product [CH:35]1([C:30]([CH:32]2[CH2:33][CH2:34]2)([C:28]2[S:29][C:25]([C:15]3[CH:14]=[C:13]([NH:12][C:2]4[N:7]=[C:6]([C:8]([F:11])([F:10])[F:9])[CH:5]=[CH:4][N:3]=4)[CH:18]=[C:17]([N:19]4[CH2:24][CH2:23][O:22][CH2:21][CH2:20]4)[CH:16]=3)=[CH:26][N:27]=2)[OH:31])[CH2:37][CH2:36]1, predict the reactants needed to synthesize it. The reactants are: Cl[C:2]1[N:7]=[C:6]([C:8]([F:11])([F:10])[F:9])[CH:5]=[CH:4][N:3]=1.[NH2:12][C:13]1[CH:14]=[C:15]([C:25]2[S:29][C:28]([C:30]([CH:35]3[CH2:37][CH2:36]3)([CH:32]3[CH2:34][CH2:33]3)[OH:31])=[N:27][CH:26]=2)[CH:16]=[C:17]([N:19]2[CH2:24][CH2:23][O:22][CH2:21][CH2:20]2)[CH:18]=1.C(=O)([O-])[O-].[Cs+].[Cs+].CC1(C)C2C(=C(P(C3C=CC=CC=3)C3C=CC=CC=3)C=CC=2)OC2C(P(C3C=CC=CC=3)C3C=CC=CC=3)=CC=CC1=2. (7) Given the product [Cl:1][C:2]1[CH:3]=[CH:4][C:5]([NH:8][C:9]([C:11]2[CH:16]=[C:15]([Cl:17])[CH:14]=[CH:13][C:12]=2[NH:18][C:19]([C:21]2[CH:22]=[CH:23][C:24]([S:27]([CH3:34])(=[N:29][C:30](=[O:33])[CH2:31][N:36]([CH3:37])[CH3:35])=[O:28])=[CH:25][CH:26]=2)=[O:20])=[O:10])=[N:6][CH:7]=1, predict the reactants needed to synthesize it. The reactants are: [Cl:1][C:2]1[CH:3]=[CH:4][C:5]([NH:8][C:9]([C:11]2[CH:16]=[C:15]([Cl:17])[CH:14]=[CH:13][C:12]=2[NH:18][C:19]([C:21]2[CH:26]=[CH:25][C:24]([S:27]([CH3:34])(=[N:29][C:30](=[O:33])[CH2:31]Cl)=[O:28])=[CH:23][CH:22]=2)=[O:20])=[O:10])=[N:6][CH:7]=1.[CH3:35][NH:36][CH3:37]. (8) Given the product [CH3:18][S:19]([O:22][C:23]1[CH:28]=[CH:27][C:26]([C:29]2([C:37]3[CH:38]=[CH:39][C:40]([F:43])=[C:41]([C:2]4[CH:7]=[C:6]([O:8][CH3:9])[CH:5]=[CH:4][N:3]=4)[CH:42]=3)[C:33](=[O:34])[N:32]([CH3:35])[C:31]([NH2:36])=[N:30]2)=[CH:25][CH:24]=1)(=[O:21])=[O:20], predict the reactants needed to synthesize it. The reactants are: Cl[C:2]1[CH:7]=[C:6]([O:8][CH3:9])[CH:5]=[CH:4][N:3]=1.C[Sn](C)(C)[Sn](C)(C)C.[CH3:18][S:19]([O:22][C:23]1[CH:28]=[CH:27][C:26]([C:29]2([C:37]3[CH:42]=[CH:41][C:40]([F:43])=[C:39](Br)[CH:38]=3)[C:33](=[O:34])[N:32]([CH3:35])[C:31]([NH2:36])=[N:30]2)=[CH:25][CH:24]=1)(=[O:21])=[O:20].